This data is from Full USPTO retrosynthesis dataset with 1.9M reactions from patents (1976-2016). The task is: Predict the reactants needed to synthesize the given product. (1) Given the product [CH3:27][N:25]1[CH:26]=[C:22]([NH:21][C:16](=[O:18])[CH2:15][C:12]2[CH:13]=[CH:14][C:9]([O:8][CH2:1][C:2]3[CH:3]=[CH:4][CH:5]=[CH:6][CH:7]=3)=[CH:10][C:11]=2[O:19][CH3:20])[C:23]([CH3:28])=[N:24]1, predict the reactants needed to synthesize it. The reactants are: [CH2:1]([O:8][C:9]1[CH:14]=[CH:13][C:12]([CH2:15][C:16]([OH:18])=O)=[C:11]([O:19][CH3:20])[CH:10]=1)[C:2]1[CH:7]=[CH:6][CH:5]=[CH:4][CH:3]=1.[NH2:21][C:22]1[C:23]([CH3:28])=[N:24][N:25]([CH3:27])[CH:26]=1. (2) Given the product [C:3]([O:7][C:8]([NH:10][C:11]1([CH3:20])[CH2:15][CH2:14][CH2:13][CH:12]1[C:16]([OH:18])=[O:17])=[O:9])([CH3:6])([CH3:4])[CH3:5], predict the reactants needed to synthesize it. The reactants are: [OH-].[Li+].[C:3]([O:7][C:8]([NH:10][C:11]1([CH3:20])[CH2:15][CH2:14][CH2:13][CH:12]1[C:16]([O:18]C)=[O:17])=[O:9])([CH3:6])([CH3:5])[CH3:4]. (3) Given the product [Cl:19][C:14]1[CH:13]=[C:12]([CH:17]=[CH:16][C:15]=1[Cl:18])[O:11][CH:8]1[CH2:9][CH2:10][N:5]([CH2:4][C@H:3]([OH:20])[CH2:2][NH:1][C:28](=[O:29])[C:27]2[CH:31]=[CH:32][CH:33]=[C:25]([S:22]([CH3:21])(=[O:24])=[O:23])[CH:26]=2)[CH2:6][CH2:7]1, predict the reactants needed to synthesize it. The reactants are: [NH2:1][CH2:2][C@@H:3]([OH:20])[CH2:4][N:5]1[CH2:10][CH2:9][CH:8]([O:11][C:12]2[CH:17]=[CH:16][C:15]([Cl:18])=[C:14]([Cl:19])[CH:13]=2)[CH2:7][CH2:6]1.[CH3:21][S:22]([C:25]1[CH:26]=[C:27]([CH:31]=[CH:32][CH:33]=1)[C:28](O)=[O:29])(=[O:24])=[O:23]. (4) Given the product [F:1][C:2]1[C:38]([CH3:39])=[CH:37][C:5]([CH2:6][C@H:7]([CH2:23][CH2:24][CH2:25][CH2:26][O:27][CH2:28][C:29]2[CH:34]=[CH:33][C:32]([F:35])=[C:31]([CH3:36])[CH:30]=2)[C:8]([NH:10][OH:48])=[O:9])=[CH:4][C:3]=1[CH3:40], predict the reactants needed to synthesize it. The reactants are: [F:1][C:2]1[C:38]([CH3:39])=[CH:37][C:5]([CH2:6][C@H:7]([CH2:23][CH2:24][CH2:25][CH2:26][O:27][CH2:28][C:29]2[CH:34]=[CH:33][C:32]([F:35])=[C:31]([CH3:36])[CH:30]=2)[C:8]([N:10]2[C@H](CC3C=CC=CC=3)COC2=O)=[O:9])=[CH:4][C:3]=1[CH3:40].[C-]#N.[K+].Cl.C1C[O:48]CC1.CO. (5) Given the product [CH3:32][C:27]1([CH3:33])[C:28]([CH3:31])([CH3:30])[O:29][B:25]([C:2]2[CH:3]=[CH:4][C:5]3[C:6]4[C:11](=[CH:10][CH:9]=[CH:8][CH:7]=4)[C:12]4[C:17](=[CH:16][CH:15]=[CH:14][CH:13]=4)[C:18]4[C:23](=[CH:22][CH:21]=[CH:20][CH:19]=4)[C:24]=3[CH:1]=2)[O:26]1, predict the reactants needed to synthesize it. The reactants are: [CH:1]1[C:24]2[C:23]3[C:18](=[CH:19][CH:20]=[CH:21][CH:22]=3)[C:17]3[C:12](=[CH:13][CH:14]=[CH:15][CH:16]=3)[C:11]3[C:6](=[CH:7][CH:8]=[CH:9][CH:10]=3)[C:5]=2[CH:4]=[CH:3][CH:2]=1.[B:25]1([B:25]2[O:29][C:28]([CH3:31])([CH3:30])[C:27]([CH3:33])([CH3:32])[O:26]2)[O:29][C:28]([CH3:31])([CH3:30])[C:27]([CH3:33])([CH3:32])[O:26]1. (6) Given the product [Cl:1][C:2]1[C:7]([C:8]([C:10]2[C:15]([CH:16]=[CH2:17])=[CH:14][N:13]=[C:12]([O:18][CH3:19])[CH:11]=2)=[O:9])=[CH:6][C:5]([Cl:20])=[CH:4][N:3]=1, predict the reactants needed to synthesize it. The reactants are: [Cl:1][C:2]1[C:7]([CH:8]([C:10]2[C:15]([CH:16]=[CH2:17])=[CH:14][N:13]=[C:12]([O:18][CH3:19])[CH:11]=2)[OH:9])=[CH:6][C:5]([Cl:20])=[CH:4][N:3]=1.